This data is from NCI-60 drug combinations with 297,098 pairs across 59 cell lines. The task is: Regression. Given two drug SMILES strings and cell line genomic features, predict the synergy score measuring deviation from expected non-interaction effect. (1) Drug 1: C1=CC=C(C=C1)NC(=O)CCCCCCC(=O)NO. Drug 2: C(CCl)NC(=O)N(CCCl)N=O. Cell line: SK-MEL-5. Synergy scores: CSS=3.94, Synergy_ZIP=-4.64, Synergy_Bliss=-2.05, Synergy_Loewe=-15.8, Synergy_HSA=-4.81. (2) Synergy scores: CSS=21.0, Synergy_ZIP=-0.798, Synergy_Bliss=-0.479, Synergy_Loewe=-37.2, Synergy_HSA=-0.671. Cell line: SNB-75. Drug 1: CC=C1C(=O)NC(C(=O)OC2CC(=O)NC(C(=O)NC(CSSCCC=C2)C(=O)N1)C(C)C)C(C)C. Drug 2: C1C(C(OC1N2C=NC(=NC2=O)N)CO)O. (3) Drug 1: CC12CCC3C(C1CCC2O)C(CC4=C3C=CC(=C4)O)CCCCCCCCCS(=O)CCCC(C(F)(F)F)(F)F. Drug 2: C(CC(=O)O)C(=O)CN.Cl. Cell line: MDA-MB-231. Synergy scores: CSS=8.75, Synergy_ZIP=-2.68, Synergy_Bliss=1.28, Synergy_Loewe=-1.51, Synergy_HSA=-0.347. (4) Drug 1: CN1CCC(CC1)COC2=C(C=C3C(=C2)N=CN=C3NC4=C(C=C(C=C4)Br)F)OC. Drug 2: C(=O)(N)NO. Cell line: NCIH23. Synergy scores: CSS=4.30, Synergy_ZIP=-2.09, Synergy_Bliss=-1.24, Synergy_Loewe=-4.05, Synergy_HSA=-1.17. (5) Drug 1: CN1C(=O)N2C=NC(=C2N=N1)C(=O)N. Drug 2: C1CN(P(=O)(OC1)NCCCl)CCCl. Cell line: NCI-H226. Synergy scores: CSS=-1.03, Synergy_ZIP=0.783, Synergy_Bliss=-0.236, Synergy_Loewe=-1.17, Synergy_HSA=-1.35. (6) Drug 2: CN(C)C1=NC(=NC(=N1)N(C)C)N(C)C. Drug 1: C1CN1C2=NC(=NC(=N2)N3CC3)N4CC4. Cell line: NCI-H322M. Synergy scores: CSS=-1.12, Synergy_ZIP=6.14, Synergy_Bliss=2.23, Synergy_Loewe=-1.95, Synergy_HSA=-0.394. (7) Drug 1: C1=CN(C=N1)CC(O)(P(=O)(O)O)P(=O)(O)O. Drug 2: C1CCC(C(C1)N)N.C(=O)(C(=O)[O-])[O-].[Pt+4]. Cell line: NCIH23. Synergy scores: CSS=8.32, Synergy_ZIP=-2.23, Synergy_Bliss=2.83, Synergy_Loewe=1.30, Synergy_HSA=0.652.